From a dataset of Full USPTO retrosynthesis dataset with 1.9M reactions from patents (1976-2016). Predict the reactants needed to synthesize the given product. (1) Given the product [CH:22]([C:19]1[CH:18]=[C:17]([C:25]2[CH:26]=[CH:27][CH:28]=[CH:29][CH:30]=2)[CH:16]=[C:15]([CH:12]([CH3:14])[CH3:13])[C:20]=1[NH:21][C:6](=[O:7])[C:5]1[CH:9]=[CH:10][CH:11]=[C:3]([O:2][CH3:1])[CH:4]=1)([CH3:23])[CH3:24], predict the reactants needed to synthesize it. The reactants are: [CH3:1][O:2][C:3]1[CH:4]=[C:5]([CH:9]=[CH:10][CH:11]=1)[C:6](Cl)=[O:7].[CH:12]([C:15]1[CH:16]=[C:17]([C:25]2[CH:30]=[CH:29][CH:28]=[CH:27][CH:26]=2)[CH:18]=[C:19]([CH:22]([CH3:24])[CH3:23])[C:20]=1[NH2:21])([CH3:14])[CH3:13].N1C=CC=CC=1.O. (2) Given the product [F:22][C:4]1[CH:3]=[C:2]([C:29]2[CH:28]=[CH:27][C:26]([O:25][C:24]([F:23])([F:35])[F:36])=[CH:31][CH:30]=2)[CH:7]=[C:6]([F:8])[C:5]=1[C:9]([N:11]1[CH2:16][CH2:15][CH:14]([N:17]2[CH2:21][CH2:20][CH2:19][CH2:18]2)[CH2:13][CH2:12]1)=[O:10], predict the reactants needed to synthesize it. The reactants are: Br[C:2]1[CH:7]=[C:6]([F:8])[C:5]([C:9]([N:11]2[CH2:16][CH2:15][CH:14]([N:17]3[CH2:21][CH2:20][CH2:19][CH2:18]3)[CH2:13][CH2:12]2)=[O:10])=[C:4]([F:22])[CH:3]=1.[F:23][C:24]([F:36])([F:35])[O:25][C:26]1[CH:31]=[CH:30][C:29](B(O)O)=[CH:28][CH:27]=1. (3) Given the product [C:2]([O:4][C@H:5]1[C:14]2[C@:15]3([CH3:30])[C:16](/[C:17](=[CH:39]\[N:38]([CH:32]4[CH2:37][CH2:36][CH2:35][CH2:34][CH2:33]4)[CH3:40])/[C:23](=[O:24])[O:25][C@@H:26]3[CH2:27][O:28][CH3:29])=[C:20]([OH:19])[C:21](=[O:22])[C:13]=2[CH:8]2[C@@:7]([CH3:31])([C@@H:11]([OH:12])[CH2:10][CH2:9]2)[CH2:6]1)(=[O:3])[CH3:1], predict the reactants needed to synthesize it. The reactants are: [CH3:1][C:2]([O:4][C@H:5]1[C:14]2[C@@:15]3([CH3:30])[C@@H:26]([CH2:27][O:28][CH3:29])[O:25][C:23](=[O:24])[C:17]4=C[O:19][C:20]([C:21](=[O:22])[C:13]=2[C@@H:8]2[CH2:9][CH2:10][C@H:11]([OH:12])[C@@:7]2([CH3:31])[CH2:6]1)=[C:16]34)=[O:3].[CH:32]1([NH:38][CH3:39])[CH2:37][CH2:36][CH2:35][CH2:34][CH2:33]1.[CH2:40](Cl)Cl. (4) The reactants are: Br[C:2]1[CH:7]=[CH:6][C:5]([CH3:8])=[CH:4][C:3]=1[CH3:9].[O:10]1[CH2:15][CH2:14][O:13][CH2:12][CH2:11]1.C(=O)([O-])[O-].[Cs+].[Cs+].C1(P(C2CCCCC2)C2C=CC=CC=2C2C(OC)=CC=CC=2OC)CCCCC1. Given the product [CH3:15][O:10][CH2:11][CH2:12][O:13][CH2:14][C:2]1[CH:7]=[CH:6][C:5]([CH3:8])=[CH:4][C:3]=1[CH3:9], predict the reactants needed to synthesize it.